From a dataset of Forward reaction prediction with 1.9M reactions from USPTO patents (1976-2016). Predict the product of the given reaction. (1) Given the reactants CN([CH:4]=[O:5])C.P(Cl)(Cl)(Cl)=O.[S:11]1[CH:15]=[CH:14][N:13]2[CH:16]=[N:17][CH:18]=[C:12]12.[OH-].[Na+], predict the reaction product. The product is: [CH:4]([C:18]1[N:17]=[CH:16][N:13]2[CH:14]=[CH:15][S:11][C:12]=12)=[O:5]. (2) Given the reactants [Cl:1][CH2:2][C:3](Cl)=[O:4].Cl.Cl.[Cl:8][C:9]1[C:10]([F:35])=[C:11]([CH:32]=[CH:33][CH:34]=1)[NH:12][C:13]1[C:22]2[C:17](=[CH:18][C:19]([O:30][CH3:31])=[C:20]([O:23][CH:24]3[CH2:29][CH2:28][CH2:27][NH:26][CH2:25]3)[CH:21]=2)[N:16]=[CH:15][N:14]=1.C(N(C(C)C)CC)(C)C, predict the reaction product. The product is: [Cl:1][CH2:2][C:3]([N:26]1[CH2:27][CH2:28][CH2:29][CH:24]([O:23][C:20]2[CH:21]=[C:22]3[C:17](=[CH:18][C:19]=2[O:30][CH3:31])[N:16]=[CH:15][N:14]=[C:13]3[NH:12][C:11]2[CH:32]=[CH:33][CH:34]=[C:9]([Cl:8])[C:10]=2[F:35])[CH2:25]1)=[O:4]. (3) Given the reactants [CH3:1][O:2][C:3]1[CH:47]=[CH:46][C:6]([CH2:7][N:8]([CH2:37][C:38]2[CH:43]=[CH:42][C:41]([O:44][CH3:45])=[CH:40][CH:39]=2)[C:9]2[N:14]=[C:13]([CH3:15])[N:12]=[C:11]([C:16]3[CH:17]=[C:18]([CH2:23][N:24]4[CH2:29][CH2:28][N:27]([C:30]([O:32][C:33]([CH3:36])([CH3:35])[CH3:34])=[O:31])[CH2:26][CH2:25]4)[CH:19]=[N:20][C:21]=3F)[N:10]=2)=[CH:5][CH:4]=1.[CH3:48][O:49][C:50]1[N:55]=[CH:54][C:53]([NH2:56])=[CH:52][N:51]=1.O1CCCC1.C[Si]([N-][Si](C)(C)C)(C)C.[Li+], predict the reaction product. The product is: [CH3:1][O:2][C:3]1[CH:47]=[CH:46][C:6]([CH2:7][N:8]([CH2:37][C:38]2[CH:43]=[CH:42][C:41]([O:44][CH3:45])=[CH:40][CH:39]=2)[C:9]2[N:14]=[C:13]([CH3:15])[N:12]=[C:11]([C:16]3[CH:17]=[C:18]([CH2:23][N:24]4[CH2:29][CH2:28][N:27]([C:30]([O:32][C:33]([CH3:36])([CH3:35])[CH3:34])=[O:31])[CH2:26][CH2:25]4)[CH:19]=[N:20][C:21]=3[NH:56][C:53]3[CH:52]=[N:51][C:50]([O:49][CH3:48])=[N:55][CH:54]=3)[N:10]=2)=[CH:5][CH:4]=1.